From a dataset of Forward reaction prediction with 1.9M reactions from USPTO patents (1976-2016). Predict the product of the given reaction. Given the reactants [N:1]1[CH:6]=[CH:5][C:4]([CH:7]2[CH2:13][CH:12]3[N:14](C(OC(C)(C)C)=O)[CH:9]([CH2:10][CH2:11]3)[CH2:8]2)=[CH:3][CH:2]=1.[ClH:22], predict the reaction product. The product is: [ClH:22].[ClH:22].[N:1]1[CH:6]=[CH:5][C:4]([CH:7]2[CH2:13][CH:12]3[NH:14][CH:9]([CH2:10][CH2:11]3)[CH2:8]2)=[CH:3][CH:2]=1.